Task: Predict the product of the given reaction.. Dataset: Forward reaction prediction with 1.9M reactions from USPTO patents (1976-2016) (1) Given the reactants Cl.C(N=C=NCCCN(C)C)C.CN(C1C=CC=CN=1)C.[Cl:22][C:23]1[CH:31]=[CH:30][C:26]([C:27](O)=[O:28])=[C:25]([NH:32][C@H:33]2[CH2:38][CH2:37][CH2:36][CH2:35][C@@H:34]2[N:39]2[CH2:43][CH2:42][CH2:41][CH2:40]2)[CH:24]=1.[NH2:44][C:45]1[CH:54]=[C:53]2[C:48]([CH2:49][CH2:50][C:51](=[O:56])[N:52]2[CH3:55])=[CH:47][CH:46]=1, predict the reaction product. The product is: [Cl:22][C:23]1[CH:31]=[CH:30][C:26]([C:27]([NH:44][C:45]2[CH:54]=[C:53]3[C:48]([CH2:49][CH2:50][C:51](=[O:56])[N:52]3[CH3:55])=[CH:47][CH:46]=2)=[O:28])=[C:25]([NH:32][C@H:33]2[CH2:38][CH2:37][CH2:36][CH2:35][C@@H:34]2[N:39]2[CH2:40][CH2:41][CH2:42][CH2:43]2)[CH:24]=1. (2) Given the reactants Cl[C:2]1[N:3]=[CH:4][C:5]2[N:10]=[N:9][N:8]([C:11]3[CH:16]=[CH:15][C:14]([O:17][CH3:18])=[CH:13][CH:12]=3)[C:6]=2[N:7]=1.[NH2:19][CH:20]1[CH2:25][C:24]([CH3:27])([CH3:26])[N:23]([CH3:28])[C:22]([CH3:30])([CH3:29])[CH2:21]1, predict the reaction product. The product is: [CH3:18][O:17][C:14]1[CH:15]=[CH:16][C:11]([N:8]2[C:6]3[N:7]=[C:2]([NH:19][CH:20]4[CH2:21][C:22]([CH3:29])([CH3:30])[N:23]([CH3:28])[C:24]([CH3:27])([CH3:26])[CH2:25]4)[N:3]=[CH:4][C:5]=3[N:10]=[N:9]2)=[CH:12][CH:13]=1. (3) Given the reactants C[O:2][C:3]1[CH:12]=[C:11]([O:13]C)[CH:10]=[C:9]2[C:4]=1[N:5]=[C:6]([CH3:26])[C:7]1[N:8]2[C:15]([C:19]2[CH:24]=[CH:23][CH:22]=[CH:21][C:20]=2[CH3:25])=[N:16][C:17]=1[CH3:18].B(Br)(Br)Br.C(=O)([O-])[O-].[K+].[K+], predict the reaction product. The product is: [OH:2][C:3]1[CH:12]=[C:11]([OH:13])[CH:10]=[C:9]2[C:4]=1[N:5]=[C:6]([CH3:26])[C:7]1[N:8]2[C:15]([C:19]2[CH:24]=[CH:23][CH:22]=[CH:21][C:20]=2[CH3:25])=[N:16][C:17]=1[CH3:18]. (4) Given the reactants O=[C:2]([CH2:8][C:9](=[O:20])[C:10]1[CH:15]=[CH:14][C:13]([C:16]([F:19])([F:18])[F:17])=[CH:12][CH:11]=1)[C:3]([O:5][CH2:6][CH3:7])=[O:4].Cl.[NH2:22]O, predict the reaction product. The product is: [F:17][C:16]([F:19])([F:18])[C:13]1[CH:14]=[CH:15][C:10]([C:9]2[O:20][N:22]=[C:2]([C:3]([O:5][CH2:6][CH3:7])=[O:4])[CH:8]=2)=[CH:11][CH:12]=1.